This data is from Reaction yield outcomes from USPTO patents with 853,638 reactions. The task is: Predict the reaction yield, written as a fraction of the theoretical maximum amount of product (1.0 means a 100% yield; for example, 0.34 means a 34% yield). (1) The reactants are [C:1]([O:4][CH2:5][C:6]1[C:7]([N:37]2[CH2:49][CH2:48][N:40]3[C:41]4[CH2:42][CH2:43][CH2:44][CH2:45][C:46]=4[CH:47]=[C:39]3[C:38]2=[O:50])=[N:8][CH:9]=[CH:10][C:11]=1[C:12]1[CH:13]=[C:14]([NH:20][C:21]2[CH:36]=[C:24]3[CH2:25][N:26](C(OC(C)(C)C)=O)[CH2:27][CH2:28][N:23]3[N:22]=2)[C:15](=[O:19])[N:16]([CH3:18])[CH:17]=1)(=[O:3])[CH3:2].O1CCOCC1. The catalyst is ClCCl. The product is [C:1]([O:4][CH2:5][C:6]1[C:7]([N:37]2[CH2:49][CH2:48][N:40]3[C:41]4[CH2:42][CH2:43][CH2:44][CH2:45][C:46]=4[CH:47]=[C:39]3[C:38]2=[O:50])=[N:8][CH:9]=[CH:10][C:11]=1[C:12]1[CH:13]=[C:14]([NH:20][C:21]2[CH:36]=[C:24]3[CH2:25][NH:26][CH2:27][CH2:28][N:23]3[N:22]=2)[C:15](=[O:19])[N:16]([CH3:18])[CH:17]=1)(=[O:3])[CH3:2]. The yield is 0.660. (2) The reactants are Cl[C:2]1[C:3]2[CH:24]=[CH:23][C:22](=[O:25])[N:21]([C:26]3[C:31]([F:32])=[CH:30][CH:29]=[CH:28][C:27]=3[F:33])[C:4]=2[N:5]=[C:6]([N:8]2[CH2:13][CH2:12][CH:11]([N:14]3[CH2:19][CH2:18][CH:17]([CH3:20])[CH2:16][CH2:15]3)[CH2:10][CH2:9]2)[N:7]=1.C[C:35]1[C:40]([C:41]([OH:43])=[O:42])=[CH:39][C:38](B2OC(C)(C)C(C)(C)O2)=[CH:37][CH:36]=1.[C:53](=O)([O-])[O-].[K+].[K+]. The catalyst is O1CCOCC1.O.C1C=CC([P]([Pd]([P](C2C=CC=CC=2)(C2C=CC=CC=2)C2C=CC=CC=2)([P](C2C=CC=CC=2)(C2C=CC=CC=2)C2C=CC=CC=2)[P](C2C=CC=CC=2)(C2C=CC=CC=2)C2C=CC=CC=2)(C2C=CC=CC=2)C2C=CC=CC=2)=CC=1. The product is [F:32][C:31]1[CH:30]=[CH:29][CH:28]=[C:27]([F:33])[C:26]=1[N:21]1[C:4]2[N:5]=[C:6]([N:8]3[CH2:13][CH2:12][CH:11]([N:14]4[CH2:19][CH2:18][CH:17]([CH3:20])[CH2:16][CH2:15]4)[CH2:10][CH2:9]3)[N:7]=[C:2]([C:38]3[CH:39]=[C:40]([CH:35]=[CH:36][C:37]=3[CH3:53])[C:41]([OH:43])=[O:42])[C:3]=2[CH:24]=[CH:23][C:22]1=[O:25]. The yield is 0.680. (3) The reactants are [Cl:1][C:2]1[CH:3]=[C:4]2[C:9](=[CH:10][C:11]=1[Cl:12])[N:8]=[C:7]([O:13][CH3:14])[C:6]([NH:15][C:16](=[O:20])OCC)=[N:5]2.[CH3:21][C:22]1[CH:23]=[C:24]([N:29]2[CH2:34][CH2:33][NH:32][CH2:31][CH2:30]2)[CH:25]=[C:26]([CH3:28])[CH:27]=1. No catalyst specified. The product is [Cl:1][C:2]1[CH:3]=[C:4]2[C:9](=[CH:10][C:11]=1[Cl:12])[N:8]=[C:7]([O:13][CH3:14])[C:6]([NH:15][C:16]([N:32]1[CH2:33][CH2:34][N:29]([C:24]3[CH:25]=[C:26]([CH3:28])[CH:27]=[C:22]([CH3:21])[CH:23]=3)[CH2:30][CH2:31]1)=[O:20])=[N:5]2. The yield is 0.550. (4) No catalyst specified. The reactants are [Cl:1][C:2]1[C:7]([C:8]([OH:10])=[O:9])=[CH:6][CH:5]=[C:4]([C:11]2[CH:16]=[C:15]([O:17][CH2:18][CH:19]([CH3:21])[CH3:20])[CH:14]=[C:13]([F:22])[CH:12]=2)[N:3]=1.S(Cl)(Cl)=O.[CH2:27](O)[CH3:28]. The yield is 0.950. The product is [Cl:1][C:2]1[C:7]([C:8]([O:10][CH2:27][CH3:28])=[O:9])=[CH:6][CH:5]=[C:4]([C:11]2[CH:16]=[C:15]([O:17][CH2:18][CH:19]([CH3:20])[CH3:21])[CH:14]=[C:13]([F:22])[CH:12]=2)[N:3]=1. (5) The reactants are [CH2:1]([O:8][C@@H:9]1[C@H:14]2[N:15]=[C:16]([N:18]([CH3:20])[CH3:19])[S:17][C@H:13]2[CH2:12][C@H:11]([CH2:21][O:22]CC2C=CC=CC=2)[C@H:10]1[O:30][CH2:31][C:32]1[CH:37]=[CH:36][CH:35]=[CH:34][CH:33]=1)[C:2]1[CH:7]=[CH:6][CH:5]=[CH:4][CH:3]=1.C([O-])([O-])=O.[K+].[K+]. The catalyst is [Cl-].[Cl-].[Zn+2].CC(O)=O. The product is [CH2:1]([O:8][C@@H:9]1[C@H:14]2[N:15]=[C:16]([N:18]([CH3:20])[CH3:19])[S:17][C@H:13]2[CH2:12][C@H:11]([CH2:21][OH:22])[C@H:10]1[O:30][CH2:31][C:32]1[CH:33]=[CH:34][CH:35]=[CH:36][CH:37]=1)[C:2]1[CH:3]=[CH:4][CH:5]=[CH:6][CH:7]=1. The yield is 0.460. (6) The reactants are C([O:3][P:4]([C:9]([F:25])([F:24])[CH2:10][CH2:11][CH2:12][CH2:13][CH2:14][CH2:15][CH2:16][CH2:17][CH2:18][CH2:19][CH2:20][CH2:21][CH2:22][CH3:23])(=[O:8])[O:5]CC)C.C(Cl)Cl. No catalyst specified. The product is [F:25][C:9]([P:4](=[O:3])([OH:5])[OH:8])([F:24])[CH2:10][CH2:11][CH2:12][CH2:13][CH2:14][CH2:15][CH2:16][CH2:17][CH2:18][CH2:19][CH2:20][CH2:21][CH2:22][CH3:23]. The yield is 0.780. (7) The reactants are [NH3:1].[O:2]1[CH:6]=[CH:5][CH:4]=[C:3]1[C:7]1[C:8]2[S:20][CH:19]=[CH:18][C:9]=2[N:10]=[C:11]([C:13](OCC)=[O:14])[N:12]=1. The catalyst is C(O)C. The product is [O:2]1[CH:6]=[CH:5][CH:4]=[C:3]1[C:7]1[C:8]2[S:20][CH:19]=[CH:18][C:9]=2[N:10]=[C:11]([C:13]([NH2:1])=[O:14])[N:12]=1. The yield is 0.670. (8) The reactants are [OH:1][C:2]1[CH:10]=[C:9]2[C:5]([CH2:6][CH2:7][C:8]2=[O:11])=[CH:4][CH:3]=1.C1(P(C2C=CC=CC=2)C2C=CC=CC=2)C=CC=CC=1.[F:31][C:32]([F:37])([F:36])[CH2:33][CH2:34]O.N(C(OC(C)C)=O)=NC(OC(C)C)=O. The catalyst is C1COCC1. The product is [F:31][C:32]([F:37])([F:36])[CH2:33][CH2:34][O:1][C:2]1[CH:10]=[C:9]2[C:5]([CH2:6][CH2:7][C:8]2=[O:11])=[CH:4][CH:3]=1. The yield is 0.220. (9) The reactants are [Cl-].O[NH3+:3].[C:4](=[O:7])([O-])[OH:5].[Na+].CS(C)=O.[CH2:13]([C:17]1[N:18]=[C:19]([CH3:46])[N:20]([CH2:39][CH:40]2[CH2:45][CH2:44][CH2:43][CH2:42][O:41]2)[C:21](=[O:38])[C:22]=1[CH2:23][C:24]1[CH:29]=[CH:28][C:27]([C:30]2[C:31]([C:36]#[N:37])=[CH:32][CH:33]=[CH:34][CH:35]=2)=[CH:26][CH:25]=1)[CH2:14][CH2:15][CH3:16]. The catalyst is C(OCC)(=O)C. The product is [CH2:13]([C:17]1[N:18]=[C:19]([CH3:46])[N:20]([CH2:39][CH:40]2[CH2:45][CH2:44][CH2:43][CH2:42][O:41]2)[C:21](=[O:38])[C:22]=1[CH2:23][C:24]1[CH:25]=[CH:26][C:27]([C:30]2[CH:35]=[CH:34][CH:33]=[CH:32][C:31]=2[C:36]2[NH:3][C:4](=[O:7])[O:5][N:37]=2)=[CH:28][CH:29]=1)[CH2:14][CH2:15][CH3:16]. The yield is 0.330.